From a dataset of Forward reaction prediction with 1.9M reactions from USPTO patents (1976-2016). Predict the product of the given reaction. (1) Given the reactants Cl[C:2]1[CH:11]=[CH:10][N:9]=[C:8]2[C:3]=1[C:4]1[CH:16]=[CH:15][CH:14]=[CH:13][C:5]=1[C:6](=[O:12])[NH:7]2.[Cl:17][C:18]1[CH:24]=[CH:23][C:21]([NH2:22])=[C:20]([F:25])[CH:19]=1, predict the reaction product. The product is: [Cl:17][C:18]1[CH:24]=[CH:23][C:21]([NH:22][C:2]2[CH:11]=[CH:10][N:9]=[C:8]3[C:3]=2[C:4]2[CH:16]=[CH:15][CH:14]=[CH:13][C:5]=2[C:6](=[O:12])[NH:7]3)=[C:20]([F:25])[CH:19]=1. (2) Given the reactants [CH3:1][C:2]1[C:14]2[C:13](=[S:15])[C:12]3[C:7](=[CH:8][CH:9]=[CH:10][CH:11]=3)[NH:6][C:5]=2[N:4]([C:16]2[CH:21]=[CH:20][CH:19]=[CH:18][N:17]=2)[N:3]=1.I[CH2:23][CH2:24][CH3:25].C(=O)([O-])[O-].[K+].[K+], predict the reaction product. The product is: [CH3:1][C:2]1[C:14]2[C:5](=[N:6][C:7]3[C:12]([C:13]=2[S:15][CH2:23][CH2:24][CH3:25])=[CH:11][CH:10]=[CH:9][CH:8]=3)[N:4]([C:16]2[CH:21]=[CH:20][CH:19]=[CH:18][N:17]=2)[N:3]=1. (3) Given the reactants [CH3:1][C:2]1[NH:3][C:4]2[C:9]([CH:10]=1)=[CH:8][C:7]([NH2:11])=[CH:6][CH:5]=2.[N:12]1[CH:17]=[CH:16][C:15]([NH:18][C:19]([C:21]2[S:29][C:28]3[C:23](=[N:24][CH:25]=[CH:26][C:27]=3Cl)[CH:22]=2)=[O:20])=[CH:14][CH:13]=1, predict the reaction product. The product is: [N:12]1[CH:17]=[CH:16][C:15]([NH:18][C:19]([C:21]2[S:29][C:28]3[C:23](=[N:24][CH:25]=[CH:26][C:27]=3[NH:11][C:7]3[CH:8]=[C:9]4[C:4](=[CH:5][CH:6]=3)[NH:3][C:2]([CH3:1])=[CH:10]4)[CH:22]=2)=[O:20])=[CH:14][CH:13]=1. (4) Given the reactants Cl.[O:2]1[CH2:7][CH2:6][N:5]([C:8]2[C:9]3[S:23][C:22]([CH2:24][N:25]4[CH2:30][CH2:29][NH:28][CH2:27][CH2:26]4)=[CH:21][C:10]=3[N:11]=[C:12]([C:14]3[CH:15]=[N:16][C:17]([NH2:20])=[N:18][CH:19]=3)[N:13]=2)[CH2:4][CH2:3]1.C([NH:38][C@H:39]([C:41](O)=[O:42])[CH3:40])(OC(C)(C)C)=O, predict the reaction product. The product is: [NH2:38][C@@H:39]([CH3:40])[C:41]([N:28]1[CH2:27][CH2:26][N:25]([CH2:24][C:22]2[S:23][C:9]3[C:8]([N:5]4[CH2:4][CH2:3][O:2][CH2:7][CH2:6]4)=[N:13][C:12]([C:14]4[CH:19]=[N:18][C:17]([NH2:20])=[N:16][CH:15]=4)=[N:11][C:10]=3[CH:21]=2)[CH2:30][CH2:29]1)=[O:42]. (5) The product is: [C:27]([C:24]1[CH:25]=[CH:26][C:21]([O:20][CH2:19][CH2:18][CH2:17][C:14]2[CH:15]=[CH:16][C:11]([O:10][CH2:9][CH2:8][CH2:7][CH:1]3[CH2:6][CH2:5][CH2:4][CH2:3][CH2:2]3)=[CH:12][CH:13]=2)=[C:22]([CH2:32][C:33]([N:35]2[CH2:40][CH2:39][CH:38]([C:41]([OH:43])=[O:42])[CH2:37][CH2:36]2)=[O:34])[CH:23]=1)([OH:29])=[O:28]. Given the reactants [CH:1]1([CH2:7][CH2:8][CH2:9][O:10][C:11]2[CH:16]=[CH:15][C:14]([CH2:17][CH2:18][CH2:19][O:20][C:21]3[CH:26]=[CH:25][C:24]([C:27]([O:29]CC)=[O:28])=[CH:23][C:22]=3[CH2:32][C:33]([N:35]3[CH2:40][CH2:39][CH:38]([C:41]([O:43]C)=[O:42])[CH2:37][CH2:36]3)=[O:34])=[CH:13][CH:12]=2)[CH2:6][CH2:5][CH2:4][CH2:3][CH2:2]1.[OH-].[Na+], predict the reaction product.